From a dataset of Forward reaction prediction with 1.9M reactions from USPTO patents (1976-2016). Predict the product of the given reaction. (1) The product is: [F:11][C:10]([F:13])([F:12])[CH:9]([C:14]([F:17])([F:16])[F:15])[CH2:8][NH:1][CH2:2][CH2:3][CH2:4][NH:5][CH2:8][CH:9]([C:14]([F:17])([F:16])[F:15])[C:10]([F:13])([F:12])[F:11]. Given the reactants [NH2:1][CH2:2][CH2:3][CH2:4][NH2:5].CO.[CH2:8]=[C:9]([C:14]([F:17])([F:16])[F:15])[C:10]([F:13])([F:12])[F:11], predict the reaction product. (2) Given the reactants C([O:5][C:6](=[O:44])[CH:7]([NH:36]C(OC(C)(C)C)=O)[CH2:8][CH2:9][C:10]([O:12][CH2:13][C:14]1[CH:19]=[CH:18][C:17]([NH:20][C:21]2[N:26]=[C:25]([NH2:27])[N:24]=[C:23]([C:28]3[CH:33]=[C:32]([Cl:34])[CH:31]=[CH:30][C:29]=3[CH3:35])[N:22]=2)=[CH:16][CH:15]=1)=[O:11])(C)(C)C.C(O)(=O)C.ClCCl.Cl, predict the reaction product. The product is: [NH2:27][C:25]1[N:24]=[C:23]([C:28]2[CH:33]=[C:32]([Cl:34])[CH:31]=[CH:30][C:29]=2[CH3:35])[N:22]=[C:21]([NH:20][C:17]2[CH:16]=[CH:15][C:14]([CH2:13][O:12][C:10](=[O:11])[CH2:9][CH2:8][C@H:7]([NH2:36])[C:6]([OH:44])=[O:5])=[CH:19][CH:18]=2)[N:26]=1. (3) Given the reactants Br[CH2:2][C:3]1[N:8]([C:9]2[CH:14]=[CH:13][CH:12]=[C:11]([C:15]([F:18])([F:17])[F:16])[CH:10]=2)[C:7](=[O:19])[NH:6][C@H:5]([C:20]2[CH:25]=[CH:24][C:23]([C:26]#[N:27])=[CH:22][CH:21]=2)[C:4]=1[C:28]([O:30]CC)=O.[CH3:33][CH:34]([CH3:39])[CH2:35][CH2:36][NH:37][NH2:38], predict the reaction product. The product is: [CH3:33][CH:34]([CH3:39])[CH2:35][CH2:36][N:37]1[CH2:2][C:3]2[N:8]([C:9]3[CH:14]=[CH:13][CH:12]=[C:11]([C:15]([F:18])([F:17])[F:16])[CH:10]=3)[C:7](=[O:19])[NH:6][C@H:5]([C:20]3[CH:25]=[CH:24][C:23]([C:26]#[N:27])=[CH:22][CH:21]=3)[C:4]=2[C:28](=[O:30])[NH:38]1. (4) The product is: [NH:1]1[CH2:6][CH2:5][CH2:4][C@@H:3]2[C:7]3[CH:8]=[CH:9][CH:10]=[CH:11][C:12]=3[CH2:13][C@H:2]12.[ClH:14]. Given the reactants [N:1]1[CH:6]=[CH:5][CH:4]=[C:3]2[C:7]3[CH:8]=[CH:9][CH:10]=[CH:11][C:12]=3[CH2:13][C:2]=12.[ClH:14], predict the reaction product. (5) The product is: [O:1]=[C:2]1[C@@:6]([N:12]2[CH:13]=[CH:14][CH:15]=[C:16]2[C:20](=[O:21])[C:19]([Cl:24])([Cl:23])[Cl:18])([C:7]([O:9][CH2:10][CH3:11])=[O:8])[CH2:5][C:4](=[O:17])[NH:3]1. Given the reactants [O:1]=[C:2]1[C@@:6]([N:12]2[CH:16]=[CH:15][CH:14]=[CH:13]2)([C:7]([O:9][CH2:10][CH3:11])=[O:8])[CH2:5][C:4](=[O:17])[NH:3]1.[Cl:18][C:19]([Cl:24])([Cl:23])[C:20](Cl)=[O:21].O.C(=O)(O)[O-].[Na+], predict the reaction product. (6) Given the reactants [CH3:1][N:2]([CH3:6])[C:3](Cl)=[O:4].[OH:7][N:8]1[C:12](=[O:13])[CH2:11][NH:10][C:9]1=[O:14].CN(C=O)C, predict the reaction product. The product is: [CH3:1][N:2]([CH3:6])[C:3](=[O:4])[O:7][N:8]1[C:12](=[O:13])[CH2:11][NH:10][C:9]1=[O:14].